This data is from Full USPTO retrosynthesis dataset with 1.9M reactions from patents (1976-2016). The task is: Predict the reactants needed to synthesize the given product. (1) Given the product [CH3:18][C@@H:17]1[CH2:16][CH2:15][N:14]([C:22](=[O:23])[CH2:21][C:19]#[N:20])[CH2:13][C@@H:12]1[N:2]([CH3:1])[C:3]1[C:4]2[CH:11]=[CH:10][NH:9][C:5]=2[N:6]=[CH:7][N:8]=1, predict the reactants needed to synthesize it. The reactants are: [CH3:1][N:2]([CH:12]1[CH:17]([CH3:18])[CH2:16][CH2:15][NH:14][CH2:13]1)[C:3]1[C:4]2[CH:11]=[CH:10][NH:9][C:5]=2[N:6]=[CH:7][N:8]=1.[C:19]([CH2:21][C:22](OCC)=[O:23])#[N:20].C(N(CC)CC)C.C(O)(=O)CC(CC(O)=O)(C(O)=O)O. (2) Given the product [OH:1][CH:23]1[O:20][C:19](=[O:21])[C:18]([C:25]2[CH:30]=[CH:29][CH:28]=[CH:27][CH:26]=2)([C:12]2[CH:17]=[CH:16][CH:15]=[CH:14][CH:13]=2)[CH2:22]1, predict the reactants needed to synthesize it. The reactants are: [OH:1]C1CC2(CCCC2)C(=O)O1.[C:12]1([C:18]([C:25]2[CH:30]=[CH:29][CH:28]=[CH:27][CH:26]=2)([CH2:22][CH:23]=C)[C:19]([OH:21])=[O:20])[CH:17]=[CH:16][CH:15]=[CH:14][CH:13]=1.C(C1(C(O)=O)CCCC1)C=C. (3) Given the product [Cl:1][C:2]1[CH:10]=[C:9]2[C:5]([CH:6]([C:12]3[CH:17]=[CH:16][C:15]([O:18][CH3:19])=[CH:14][CH:13]=3)[C:7](=[O:11])[NH:8]2)=[CH:4][CH:3]=1, predict the reactants needed to synthesize it. The reactants are: [Cl:1][C:2]1[CH:10]=[C:9]2[C:5]([C:6](O)([C:12]3[CH:17]=[CH:16][C:15]([O:18][CH3:19])=[CH:14][CH:13]=3)[C:7](=[O:11])[NH:8]2)=[CH:4][CH:3]=1.C([SiH](CC)CC)C.C(=O)([O-])[O-].[Na+].[Na+]. (4) The reactants are: Br[C:2]1[CH:3]=[N:4][C:5]2[C:10]([CH:11]=1)=[CH:9][CH:8]=[CH:7][CH:6]=2.[NH2:12][C:13]1[CH:14]=[CH:15][CH:16]=[C:17]2[C:21]=1[C:20](=[O:22])[CH2:19][CH2:18]2.C(=O)([O-])[O-].[K+].[K+]. Given the product [N:4]1[C:5]2[C:10](=[CH:9][CH:8]=[CH:7][CH:6]=2)[CH:11]=[C:2]([NH:12][C:13]2[CH:14]=[CH:15][CH:16]=[C:17]3[C:21]=2[C:20](=[O:22])[CH2:19][CH2:18]3)[CH:3]=1, predict the reactants needed to synthesize it.